This data is from Full USPTO retrosynthesis dataset with 1.9M reactions from patents (1976-2016). The task is: Predict the reactants needed to synthesize the given product. (1) Given the product [CH3:6][CH:26]([CH3:27])[CH:25]([NH:24][CH2:2][CH2:3][CH:13]=[O:14])[C:33]([OH:35])=[O:34], predict the reactants needed to synthesize it. The reactants are: O1[CH2:3][CH2:2]1.P(=O)([O-])O[CH2:6]CBr.P(=O)([O-])O[CH2:13][O:14]S(C(F)(F)F)(=O)=O.[NH2:24][C@H:25]([C:33]([OH:35])=[O:34])[CH2:26][C:27]1C=CC=CC=1. (2) The reactants are: [F:1][C:2]1[C:10]2[N:6]([C:7]([C:13]3[CH:18]=[CH:17][CH:16]=[CH:15][N:14]=3)=[C:8]([CH2:11][OH:12])[CH:9]=2)[CH:5]=[CH:4][CH:3]=1. Given the product [F:1][C:2]1[C:10]2[N:6]([C:7]([C:13]3[CH:18]=[CH:17][CH:16]=[CH:15][N:14]=3)=[C:8]([CH:11]=[O:12])[CH:9]=2)[CH:5]=[CH:4][CH:3]=1, predict the reactants needed to synthesize it. (3) Given the product [F:1][C:2]1[CH:7]=[CH:6][CH:5]=[CH:4][C:3]=1[N:8]1[C:16]2[C:11](=[C:12]([N:17]3[CH:21]=[CH:20][N:19]([CH2:26][C:27]([O:29][CH2:30][CH3:31])=[O:28])[C:18]3=[O:22])[CH:13]=[CH:14][CH:15]=2)[CH:10]=[N:9]1, predict the reactants needed to synthesize it. The reactants are: [F:1][C:2]1[CH:7]=[CH:6][CH:5]=[CH:4][C:3]=1[N:8]1[C:16]2[C:11](=[C:12]([N:17]3[CH:21]=[CH:20][NH:19][C:18]3=[O:22])[CH:13]=[CH:14][CH:15]=2)[CH:10]=[N:9]1.[H-].[Na+].I[CH2:26][C:27]([O:29][CH2:30][CH3:31])=[O:28]. (4) Given the product [Cl:1][C:2]1[C:10]2[N:9]=[C:8]3[N:11]([C:15]4[CH:20]=[CH:19][C:18]([Cl:21])=[CH:17][C:16]=4[Cl:22])[CH2:12][CH2:13][CH2:14][N:7]3[C:6]=2[C:5]([CH:23]([OH:24])[CH:25]([CH3:27])[CH3:26])=[CH:4][CH:3]=1, predict the reactants needed to synthesize it. The reactants are: [Cl:1][C:2]1[CH:3]=[CH:4][C:5]([CH:23]=[O:24])=[C:6]2[C:10]=1[N:9]=[C:8]1[N:11]([C:15]3[CH:20]=[CH:19][C:18]([Cl:21])=[CH:17][C:16]=3[Cl:22])[CH2:12][CH2:13][CH2:14][N:7]21.[CH:25]([Mg]Cl)([CH3:27])[CH3:26].